Dataset: Full USPTO retrosynthesis dataset with 1.9M reactions from patents (1976-2016). Task: Predict the reactants needed to synthesize the given product. (1) Given the product [CH3:1][O:2][C:3]([C:5]1[C:6]([Cl:13])=[N:7][C:8]([Cl:12])=[CH:9][C:10]=1[CH2:11][Br:14])=[O:4], predict the reactants needed to synthesize it. The reactants are: [CH3:1][O:2][C:3]([C:5]1[C:6]([Cl:13])=[N:7][C:8]([Cl:12])=[CH:9][C:10]=1[CH3:11])=[O:4].[Br:14]N1C(=O)CCC1=O.CC(N=NC(C#N)(C)C)(C#N)C.C(O)(=O)C. (2) Given the product [C:23]([O:27][C:28](=[O:31])[CH2:29][O:20][CH2:19][CH:10]([O:11][CH2:12][C:13]1[CH:18]=[CH:17][CH:16]=[CH:15][CH:14]=1)[CH2:9][O:8][CH2:1][C:2]1[CH:3]=[CH:4][CH:5]=[CH:6][CH:7]=1)([CH3:26])([CH3:25])[CH3:24], predict the reactants needed to synthesize it. The reactants are: [CH2:1]([O:8][CH2:9][CH:10]([CH2:19][OH:20])[O:11][CH2:12][C:13]1[CH:18]=[CH:17][CH:16]=[CH:15][CH:14]=1)[C:2]1[CH:7]=[CH:6][CH:5]=[CH:4][CH:3]=1.[OH-].[Na+].[C:23]([O:27][C:28](=[O:31])[CH2:29]Br)([CH3:26])([CH3:25])[CH3:24]. (3) Given the product [CH3:15][O:12][C:11]([CH:7]1[C:8]2[C:4](=[CH:3][C:2]([Br:1])=[CH:10][CH:9]=2)[CH2:5][CH2:6]1)=[O:13], predict the reactants needed to synthesize it. The reactants are: [Br:1][C:2]1[CH:3]=[C:4]2[C:8](=[CH:9][CH:10]=1)[CH:7]([C:11]([OH:13])=[O:12])[CH2:6][CH2:5]2.Cl.[CH3:15]O.